From a dataset of Forward reaction prediction with 1.9M reactions from USPTO patents (1976-2016). Predict the product of the given reaction. (1) Given the reactants [CH2:1]([Mg]Cl)C.[C:5]([CH:7]1[CH2:9][CH2:8]1)#[CH:6].CC.Cl[Si:13](Cl)([CH3:15])[CH3:14].O1[CH2:21][CH2:20][CH2:19][CH2:18]1, predict the reaction product. The product is: [CH:7]1([C:5]#[C:6][Si:13]([C:15]#[C:18][CH:19]2[CH2:21][CH2:20]2)([CH3:1])[CH3:14])[CH2:9][CH2:8]1. (2) Given the reactants [F:1][C:2]1[CH:7]=[CH:6][C:5]([F:8])=[CH:4][C:3]=1[C:9]1[N:14]=[C:13]([C:15]2[CH:20]=[CH:19][CH:18]=[C:17]([C:21]#[C:22][C@:23]3([OH:30])[CH2:27][CH2:26][N:25]([CH3:28])[C:24]3=[O:29])[CH:16]=2)[N:12]=[C:11]([C:31]([O:33]CC)=O)[CH:10]=1.[NH3:36], predict the reaction product. The product is: [F:1][C:2]1[CH:7]=[CH:6][C:5]([F:8])=[CH:4][C:3]=1[C:9]1[N:14]=[C:13]([C:15]2[CH:20]=[CH:19][CH:18]=[C:17]([C:21]#[C:22][C@:23]3([OH:30])[CH2:27][CH2:26][N:25]([CH3:28])[C:24]3=[O:29])[CH:16]=2)[N:12]=[C:11]([C:31]([NH2:36])=[O:33])[CH:10]=1. (3) Given the reactants [CH2:1]([CH:8]1[N:13]([C:14]([C:16]2[CH:20]=[CH:19][N:18]([C:21]3[CH:26]=[CH:25][CH:24]=[CH:23][C:22]=3[NH:27][C:28](=[O:37])[CH2:29][CH2:30][CH2:31][C:32]([O:34]CC)=[O:33])[C:17]=2[C:38]2[CH:43]=[CH:42][CH:41]=[CH:40][CH:39]=2)=[O:15])[CH2:12][CH2:11][N:10]([C:44]([O:46][C:47]([CH3:50])([CH3:49])[CH3:48])=[O:45])[CH2:9]1)[C:2]1[CH:7]=[CH:6][CH:5]=[CH:4][CH:3]=1.[OH-].[Na+], predict the reaction product. The product is: [CH2:1]([CH:8]1[CH2:9][N:10]([C:44]([O:46][C:47]([CH3:50])([CH3:48])[CH3:49])=[O:45])[CH2:11][CH2:12][N:13]1[C:14]([C:16]1[CH:20]=[CH:19][N:18]([C:21]2[CH:26]=[CH:25][CH:24]=[CH:23][C:22]=2[NH:27][C:28](=[O:37])[CH2:29][CH2:30][CH2:31][C:32]([OH:34])=[O:33])[C:17]=1[C:38]1[CH:39]=[CH:40][CH:41]=[CH:42][CH:43]=1)=[O:15])[C:2]1[CH:7]=[CH:6][CH:5]=[CH:4][CH:3]=1.